Dataset: Reaction yield outcomes from USPTO patents with 853,638 reactions. Task: Predict the reaction yield, written as a fraction of the theoretical maximum amount of product (1.0 means a 100% yield; for example, 0.34 means a 34% yield). (1) The reactants are [Cl:1][C:2]1[N:10]=[C:9]2[C:5]([NH:6][CH:7]=[N:8]2)=[C:4]([Cl:11])[N:3]=1.[C:12]1([CH3:21])[CH:17]=[CH:16][CH:15]=[C:14](B(O)O)[CH:13]=1.N1C2C(=CC=C3C=2N=CC=C3)C=CC=1. The catalyst is ClCCl. The product is [Cl:1][C:2]1[N:10]=[C:9]2[C:5]([N:6]=[CH:7][N:8]2[C:14]2[CH:13]=[C:12]([CH3:21])[CH:17]=[CH:16][CH:15]=2)=[C:4]([Cl:11])[N:3]=1. The yield is 0.500. (2) The reactants are [C:1]([C:5]1[CH:10]=[CH:9][C:8]([N+:11]([O-])=O)=[CH:7][C:6]=1[S:14]([NH2:17])(=[O:16])=[O:15])([CH3:4])([CH3:3])[CH3:2].O.O.Cl[Sn]Cl.C([O-])(O)=O.[Na+]. The catalyst is CCO.CCOC(C)=O.O. The product is [C:1]([C:5]1[CH:10]=[CH:9][C:8]([NH2:11])=[CH:7][C:6]=1[S:14]([NH2:17])(=[O:15])=[O:16])([CH3:4])([CH3:2])[CH3:3]. The yield is 1.00.